Dataset: Reaction yield outcomes from USPTO patents with 853,638 reactions. Task: Predict the reaction yield, written as a fraction of the theoretical maximum amount of product (1.0 means a 100% yield; for example, 0.34 means a 34% yield). The reactants are [OH:1][C:2]1[CH:10]=[C:9]([CH3:11])[CH:8]=[CH:7][C:3]=1[C:4]([NH2:6])=[O:5].[C:12]([O-])([O-])=O.[K+].[K+].COS(OC)(=O)=O. The catalyst is CC(C)=O. The product is [CH3:12][O:1][C:2]1[CH:10]=[C:9]([CH3:11])[CH:8]=[CH:7][C:3]=1[C:4]([NH2:6])=[O:5]. The yield is 0.610.